This data is from Full USPTO retrosynthesis dataset with 1.9M reactions from patents (1976-2016). The task is: Predict the reactants needed to synthesize the given product. The reactants are: [CH3:1][C:2]1[N:3]=[C:4]([NH2:12])[S:5][C:6]=1[CH2:7][C:8]([Cl:11])([Cl:10])[Cl:9].[Cl:13][C:14]1[CH:19]=[C:18]([Cl:20])[CH:17]=[C:16]([Cl:21])[C:15]=1[S:22](Cl)(=[O:24])=[O:23]. Given the product [Cl:13][C:14]1[CH:19]=[C:18]([Cl:20])[CH:17]=[C:16]([Cl:21])[C:15]=1[S:22]([NH:12][C:4]1[S:5][C:6]([CH2:7][C:8]([Cl:11])([Cl:9])[Cl:10])=[C:2]([CH3:1])[N:3]=1)(=[O:24])=[O:23], predict the reactants needed to synthesize it.